From a dataset of Plasma protein binding rate (PPBR) regression data from AstraZeneca. Regression/Classification. Given a drug SMILES string, predict its absorption, distribution, metabolism, or excretion properties. Task type varies by dataset: regression for continuous measurements (e.g., permeability, clearance, half-life) or binary classification for categorical outcomes (e.g., BBB penetration, CYP inhibition). For this dataset (ppbr_az), we predict Y. The molecule is CN[C@@H](C)C(=O)N[C@H](C(=O)N1CCC[C@H]1C(=O)N[C@@H]1CCCc2ccccc21)C(C)(C)C. The Y is 92.0 %.